From a dataset of Forward reaction prediction with 1.9M reactions from USPTO patents (1976-2016). Predict the product of the given reaction. (1) The product is: [OH:28][C:22]1([C:18]2[CH:19]=[CH:20][CH:21]=[C:16]([O:15][CH3:14])[CH:17]=2)[CH2:27][CH2:26][CH2:25][N:24]([C:6]([C:5]2[CH:9]=[CH:10][C:2]([CH3:1])=[C:3]([N+:11]([O-:13])=[O:12])[CH:4]=2)=[O:7])[CH2:23]1. Given the reactants [CH3:1][C:2]1[CH:10]=[CH:9][C:5]([C:6](Cl)=[O:7])=[CH:4][C:3]=1[N+:11]([O-:13])=[O:12].[CH3:14][O:15][C:16]1[CH:17]=[C:18]([C:22]2([OH:28])[CH2:27][CH2:26][CH2:25][NH:24][CH2:23]2)[CH:19]=[CH:20][CH:21]=1, predict the reaction product. (2) Given the reactants [NH2:1][CH2:2][CH2:3][NH:4][C:5](=[O:11])[O:6][C:7]([CH3:10])([CH3:9])[CH3:8].C(N(CC)CC)C.Cl[CH2:20][CH2:21][S:22](Cl)(=[O:24])=[O:23], predict the reaction product. The product is: [CH:21]([S:22]([NH:1][CH2:2][CH2:3][NH:4][C:5](=[O:11])[O:6][C:7]([CH3:8])([CH3:10])[CH3:9])(=[O:24])=[O:23])=[CH2:20]. (3) Given the reactants [N+:1]([C:4]1[CH:9]=[CH:8][C:7]([CH2:10][CH2:11][CH2:12][C:13]([O:15][CH3:16])=[O:14])=[CH:6][CH:5]=1)([O-])=O, predict the reaction product. The product is: [NH2:1][C:4]1[CH:5]=[CH:6][C:7]([CH2:10][CH2:11][CH2:12][C:13]([O:15][CH3:16])=[O:14])=[CH:8][CH:9]=1. (4) Given the reactants CN(C)/[CH:3]=[CH:4]/[C:5]1[N:10]=[CH:9][C:8]([C:11]2[CH:12]=[N:13][N:14]([CH:16]3[CH2:21][CH2:20][N:19]([C:22]([O:24][C:25]([CH3:28])([CH3:27])[CH3:26])=[O:23])[CH2:18][CH2:17]3)[CH:15]=2)=[CH:7][C:6]=1[N+:29]([O-])=[O:30].O.O.Cl[Sn]Cl.O, predict the reaction product. The product is: [OH:30][N:29]1[C:6]2[C:5](=[N:10][CH:9]=[C:8]([C:11]3[CH:12]=[N:13][N:14]([CH:16]4[CH2:21][CH2:20][N:19]([C:22]([O:24][C:25]([CH3:26])([CH3:27])[CH3:28])=[O:23])[CH2:18][CH2:17]4)[CH:15]=3)[CH:7]=2)[CH:4]=[CH:3]1. (5) Given the reactants [CH3:1][C:2]1[N:7]=[C:6]([O:8][C:9]2[CH:10]=[C:11]([CH:15]=[C:16]3[CH2:21][CH2:20][C:19](=O)[CH2:18][CH2:17]3)[CH:12]=[CH:13][CH:14]=2)[CH:5]=[CH:4][C:3]=1[C:23]([F:26])([F:25])[F:24].[NH3:27].C(O)C.[BH4-].[Na+], predict the reaction product. The product is: [CH3:1][C:2]1[N:7]=[C:6]([O:8][C:9]2[CH:10]=[C:11]([CH:15]=[C:16]3[CH2:21][CH2:20][CH:19]([NH2:27])[CH2:18][CH2:17]3)[CH:12]=[CH:13][CH:14]=2)[CH:5]=[CH:4][C:3]=1[C:23]([F:26])([F:25])[F:24].